From a dataset of Catalyst prediction with 721,799 reactions and 888 catalyst types from USPTO. Predict which catalyst facilitates the given reaction. (1) Reactant: Br[C:2]1[C:7]([NH2:8])=[CH:6][C:5]([Cl:9])=[C:4]([Br:10])[N:3]=1.[C:11]([Si:15]([CH3:29])([CH3:28])[O:16][C@@H:17]1[CH2:21][O:20][C@@H:19]2[CH:22]([CH2:25][C:26]#[CH:27])[CH2:23][O:24][C@H:18]12)([CH3:14])([CH3:13])[CH3:12].C(N(CC)CC)C. Product: [Br:10][C:4]1[N:3]=[C:2]([C:27]#[C:26][CH2:25][CH:22]2[CH2:23][O:24][C@@H:18]3[C@H:17]([O:16][Si:15]([C:11]([CH3:14])([CH3:13])[CH3:12])([CH3:29])[CH3:28])[CH2:21][O:20][C@H:19]23)[C:7]([NH2:8])=[CH:6][C:5]=1[Cl:9]. The catalyst class is: 540. (2) Reactant: [CH:1]([C:4]1[CH:9]=[CH:8][C:7]([C:10]2[CH:15]=[CH:14][C:13](/[C:16](/[C:29]3[CH:33]=[CH:32][S:31][CH:30]=3)=[CH:17]/[CH2:18][N:19]([CH2:21][C:22]([O:24]C(C)(C)C)=[O:23])[CH3:20])=[CH:12][CH:11]=2)=[CH:6][CH:5]=1)([CH3:3])[CH3:2].CO. Product: [CH:1]([C:4]1[CH:5]=[CH:6][C:7]([C:10]2[CH:15]=[CH:14][C:13](/[C:16](/[C:29]3[CH:33]=[CH:32][S:31][CH:30]=3)=[CH:17]/[CH2:18][N:19]([CH2:21][C:22]([OH:24])=[O:23])[CH3:20])=[CH:12][CH:11]=2)=[CH:8][CH:9]=1)([CH3:3])[CH3:2]. The catalyst class is: 106. (3) Reactant: [N:1]1[C:8]([Cl:9])=[N:7][C:5](Cl)=[N:4][C:2]=1[Cl:3].[CH3:10][NH:11][C:12]1[CH:17]=[CH:16][CH:15]=[CH:14][CH:13]=1.CCN(C(C)C)C(C)C. Product: [Cl:9][C:8]1[N:1]=[C:2]([Cl:3])[N:4]=[C:5]([N:11]([CH3:10])[C:12]2[CH:17]=[CH:16][CH:15]=[CH:14][CH:13]=2)[N:7]=1. The catalyst class is: 2. (4) Reactant: [CH2:1]([O:8][C:9]([NH:11][C@@H:12]([C:27]([O:29]C)=[O:28])[CH2:13][O:14][CH2:15][CH2:16][NH:17][CH2:18][C:19]1[CH:24]=[CH:23][C:22]([O:25][CH3:26])=[CH:21][CH:20]=1)=[O:10])[C:2]1[CH:7]=[CH:6][CH:5]=[CH:4][CH:3]=1.[OH-].[Na+]. Product: [CH2:1]([O:8][C:9]([NH:11][C@@H:12]([C:27]([OH:29])=[O:28])[CH2:13][O:14][CH2:15][CH2:16][NH:17][CH2:18][C:19]1[CH:24]=[CH:23][C:22]([O:25][CH3:26])=[CH:21][CH:20]=1)=[O:10])[C:2]1[CH:3]=[CH:4][CH:5]=[CH:6][CH:7]=1. The catalyst class is: 8. (5) Reactant: C(OC(=O)[NH:7][C@H:8]([CH3:23])[CH2:9][CH2:10][N:11]1[CH2:14][CH:13]([O:15][C:16]2[CH:21]=[CH:20][C:19]([Cl:22])=[CH:18][CH:17]=2)[CH2:12]1)(C)(C)C.FC(F)(F)C(O)=O. Product: [Cl:22][C:19]1[CH:18]=[CH:17][C:16]([O:15][CH:13]2[CH2:14][N:11]([CH2:10][CH2:9][C@H:8]([NH2:7])[CH3:23])[CH2:12]2)=[CH:21][CH:20]=1. The catalyst class is: 2. (6) Reactant: [Cl:1][C:2]1[CH:3]=[C:4]([CH:20]=[C:21]([Cl:23])[CH:22]=1)[CH2:5][NH:6][C:7]1[CH:12]=[C:11](F)[CH:10]=[CH:9][C:8]=1[C:14](=[O:19])[C:15]([F:18])([F:17])[F:16].[N:24]1([C:30]([O:32][C:33]([CH3:36])([CH3:35])[CH3:34])=[O:31])[CH2:29][CH2:28][NH:27][CH2:26][CH2:25]1.C(N(CC)C(C)C)(C)C. Product: [Cl:1][C:2]1[CH:3]=[C:4]([CH:20]=[C:21]([Cl:23])[CH:22]=1)[CH2:5][NH:6][C:7]1[CH:12]=[C:11]([N:27]2[CH2:26][CH2:25][N:24]([C:30]([O:32][C:33]([CH3:36])([CH3:35])[CH3:34])=[O:31])[CH2:29][CH2:28]2)[CH:10]=[CH:9][C:8]=1[C:14](=[O:19])[C:15]([F:18])([F:17])[F:16]. The catalyst class is: 10. (7) Reactant: [Cl:1][C:2]1[CH:7]=[CH:6][C:5]([C:8]2[C:17]3[C:12](=[CH:13][CH:14]=[CH:15][CH:16]=3)[C:11]([NH:18][C:19]3[CH:36]=[CH:35][C:22]([O:23][C:24]4[CH:25]=[CH:26][N:27]=[C:28]5[C:33]=4[NH:32][C:31](=[O:34])[CH:30]=[CH:29]5)=[CH:21][CH:20]=3)=[N:10][N:9]=2)=[CH:4][CH:3]=1.[H-].[Na+].I[CH3:40]. Product: [Cl:1][C:2]1[CH:3]=[CH:4][C:5]([C:8]2[C:17]3[C:12](=[CH:13][CH:14]=[CH:15][CH:16]=3)[C:11]([N:18]([CH3:40])[C:19]3[CH:20]=[CH:21][C:22]([O:23][C:24]4[CH:25]=[CH:26][N:27]=[C:28]5[C:33]=4[NH:32][C:31](=[O:34])[CH:30]=[CH:29]5)=[CH:35][CH:36]=3)=[N:10][N:9]=2)=[CH:6][CH:7]=1. The catalyst class is: 1. (8) Reactant: [NH2:1][CH:2]([CH3:10])[CH2:3][CH2:4][CH2:5][C:6]([CH3:9])([OH:8])[CH3:7].[CH2:11]1[CH2:17][S:14](=[O:16])(=[O:15])[O:13][CH2:12]1. Product: [OH:8][C:6]([CH3:9])([CH3:7])[CH2:5][CH2:4][CH2:3][CH:2]([NH:1][CH2:12][CH2:11][CH2:17][S:14]([OH:16])(=[O:15])=[O:13])[CH3:10]. The catalyst class is: 10.